From a dataset of Peptide-MHC class II binding affinity with 134,281 pairs from IEDB. Regression. Given a peptide amino acid sequence and an MHC pseudo amino acid sequence, predict their binding affinity value. This is MHC class II binding data. (1) The peptide sequence is AETAVNTLFEKLEPM. The MHC is HLA-DQA10102-DQB10602 with pseudo-sequence HLA-DQA10102-DQB10602. The binding affinity (normalized) is 0.236. (2) The peptide sequence is PLYRYLGGSFSHVL. The MHC is HLA-DQA10301-DQB10302 with pseudo-sequence HLA-DQA10301-DQB10302. The binding affinity (normalized) is 0.194. (3) The peptide sequence is FFFLFNILTGKKITA. The MHC is DRB1_0901 with pseudo-sequence DRB1_0901. The binding affinity (normalized) is 0.631.